Dataset: Catalyst prediction with 721,799 reactions and 888 catalyst types from USPTO. Task: Predict which catalyst facilitates the given reaction. (1) Reactant: [CH:1]1([S:4][C:5]2[CH:12]=[CH:11][C:10]([N+:13]([O-:15])=[O:14])=[CH:9][C:6]=2[CH:7]=O)[CH2:3][CH2:2]1.[CH3:16][NH2:17].[BH4-].[Na+]. Product: [CH:1]1([S:4][C:5]2[CH:12]=[CH:11][C:10]([N+:13]([O-:15])=[O:14])=[CH:9][C:6]=2[CH2:7][NH:17][CH3:16])[CH2:3][CH2:2]1. The catalyst class is: 5. (2) Reactant: [F:1][CH:2]([F:21])[O:3][C:4]1[CH:5]=[CH:6][CH:7]=[C:8]2[C:13]=1[N:12]=[C:11]([C:14]([F:17])([F:16])[F:15])[CH:10]=[C:9]2[C:18](O)=[O:19].C(Cl)(=O)C([Cl:25])=O. Product: [F:1][CH:2]([F:21])[O:3][C:4]1[CH:5]=[CH:6][CH:7]=[C:8]2[C:13]=1[N:12]=[C:11]([C:14]([F:17])([F:16])[F:15])[CH:10]=[C:9]2[C:18]([Cl:25])=[O:19]. The catalyst class is: 120. (3) Reactant: [Si]([O:8][CH2:9][CH2:10][O:11][C:12]1[C:13]([NH:34][C:35]2[C:40]([C:41]#[N:42])=[CH:39][N:38]=[CH:37][CH:36]=2)=[N:14][C:15]([C:18]2[C:19]3[CH2:33][CH2:32][CH2:31][C:20]=3[N:21]([CH2:23][C:24]3[CH:29]=[CH:28][CH:27]=[CH:26][C:25]=3[F:30])[N:22]=2)=[N:16][CH:17]=1)(C(C)(C)C)(C)C.Cl. Product: [F:30][C:25]1[CH:26]=[CH:27][CH:28]=[CH:29][C:24]=1[CH2:23][N:21]1[C:20]2[CH2:31][CH2:32][CH2:33][C:19]=2[C:18]([C:15]2[N:14]=[C:13]([NH:34][C:35]3[C:40]([C:41]#[N:42])=[CH:39][N:38]=[CH:37][CH:36]=3)[C:12]([O:11][CH2:10][CH2:9][OH:8])=[CH:17][N:16]=2)=[N:22]1. The catalyst class is: 12. (4) Reactant: [NH2:1][C:2]1[C:3]([NH:18][C@H:19]2[C:28]3[C:23](=[CH:24][CH:25]=[CH:26][CH:27]=3)[C:22](=[O:29])[CH2:21][CH2:20]2)=[N:4][C:5]([N:8]2[C:12]3[CH:13]=[C:14]([F:17])[CH:15]=[CH:16][C:11]=3[N:10]=[CH:9]2)=[N:6][CH:7]=1.C1N=CN([C:35](N2C=NC=C2)=[O:36])C=1. Product: [F:17][C:14]1[CH:15]=[CH:16][C:11]2[N:10]=[CH:9][N:8]([C:5]3[N:4]=[C:3]4[C:2]([NH:1][C:35](=[O:36])[N:18]4[C@H:19]4[C:28]5[C:23](=[CH:24][CH:25]=[CH:26][CH:27]=5)[C:22](=[O:29])[CH2:21][CH2:20]4)=[CH:7][N:6]=3)[C:12]=2[CH:13]=1. The catalyst class is: 1. (5) Reactant: Cl.[Cl:2][C:3]1[CH:8]=[CH:7][C:6]([CH:9]([NH:14]C(=O)OC(C)(C)C)[CH2:10][CH2:11][O:12][CH3:13])=[CH:5][CH:4]=1. Product: [Cl:2][C:3]1[CH:4]=[CH:5][C:6]([CH:9]([NH2:14])[CH2:10][CH2:11][O:12][CH3:13])=[CH:7][CH:8]=1. The catalyst class is: 61. (6) Reactant: [CH3:1][C:2]1[N:11]=[CH:10][C:9]2[C:4](=[CH:5][CH:6]=[CH:7][C:8]=2[N:12]2[CH2:17][CH2:16][NH:15][CH2:14][CH2:13]2)[N:3]=1.CS(O[CH2:23][CH2:24][C:25]1[CH:30]=[CH:29][CH:28]=[C:27]([NH:31][S:32]([CH3:35])(=[O:34])=[O:33])[CH:26]=1)(=O)=O.C(N(C(C)C)CC)(C)C. Product: [CH3:1][C:2]1[N:11]=[CH:10][C:9]2[C:4](=[CH:5][CH:6]=[CH:7][C:8]=2[N:12]2[CH2:17][CH2:16][N:15]([CH2:23][CH2:24][C:25]3[CH:26]=[C:27]([NH:31][S:32]([CH3:35])(=[O:33])=[O:34])[CH:28]=[CH:29][CH:30]=3)[CH2:14][CH2:13]2)[N:3]=1. The catalyst class is: 3. (7) Reactant: [C:1]([NH:9][NH2:10])(=[O:8])[C:2]1[CH:7]=[CH:6][CH:5]=[CH:4][CH:3]=1.[CH:11](=O)[CH3:12]. Product: [CH:11](=[N:10][NH:9][C:1](=[O:8])[C:2]1[CH:7]=[CH:6][CH:5]=[CH:4][CH:3]=1)[CH3:12]. The catalyst class is: 14. (8) Reactant: [NH2:1][C:2]1[S:3][C:4]([C:10]2[C:15]([F:16])=[CH:14][C:13]([C:17]([OH:20])([CH3:19])[CH3:18])=[CH:12][C:11]=2[F:21])=[CH:5][C:6]=1[C:7]([NH2:9])=[O:8].[CH3:22][NH:23][C:24](=[O:34])[O:25][CH2:26][C:27]1[N:32]=[C:31](Cl)[CH:30]=[CH:29][N:28]=1.C([O-])([O-])=O.[K+].[K+].CC(C1C=C(C(C)C)C(C2C=CC=CC=2P(C2CCCCC2)C2CCCCC2)=C(C(C)C)C=1)C.C(O)(CC)(C)C. Product: [CH3:22][NH:23][C:24](=[O:34])[O:25][CH2:26][C:27]1[N:28]=[C:29]([NH:1][C:2]2[S:3][C:4]([C:10]3[C:11]([F:21])=[CH:12][C:13]([C:17]([OH:20])([CH3:18])[CH3:19])=[CH:14][C:15]=3[F:16])=[CH:5][C:6]=2[C:7]([NH2:9])=[O:8])[CH:30]=[CH:31][N:32]=1. The catalyst class is: 110. (9) Reactant: [C:1](=O)([O-])[O-].[Na+].[Na+].[CH3:7][C:8]1[N:9]=[C:10]([NH:13][C:14]([C:16]2[C:21]([NH2:22])=[CH:20][CH:19]=[C:18](CO)[N:17]=2)=[O:15])[S:11][CH:12]=1.NC1SC=C(C)N=1.[C:32]([Si:36](C)(C)Cl)([CH3:35])([CH3:34])[CH3:33].N1C=CN=C1.F[C:46](F)(F)[C:47]([OH:49])=O. Product: [CH3:7][C:8]1[N:9]=[C:10]([NH:13][C:14]([C:16]2[C:21]([NH2:22])=[CH:20][CH:19]=[C:18]([C:47]([CH3:46])([CH3:1])[O:49][SiH2:36][C:32]([CH3:35])([CH3:34])[CH3:33])[N:17]=2)=[O:15])[S:11][CH:12]=1. The catalyst class is: 2. (10) Reactant: [CH2:1]([C:3]1[CH:12]=[C:11]([CH3:13])[C:10]2[C:9](=[O:14])[N:8]([CH2:15][CH2:16][O:17][C:18]3[CH:19]=[N:20][CH:21]=[CH:22][CH:23]=3)[C@@H:7]3[CH2:24][N:25](C(OC(C)(C)C)=O)[CH2:26][C@H:6]3[C:5]=2[CH:4]=1)[CH3:2].[ClH:34]. Product: [ClH:34].[ClH:34].[CH2:1]([C:3]1[CH:12]=[C:11]([CH3:13])[C:10]2[C:9](=[O:14])[N:8]([CH2:15][CH2:16][O:17][C:18]3[CH:19]=[N:20][CH:21]=[CH:22][CH:23]=3)[C@@H:7]3[CH2:24][NH:25][CH2:26][C@H:6]3[C:5]=2[CH:4]=1)[CH3:2]. The catalyst class is: 316.